Task: Predict the reactants needed to synthesize the given product.. Dataset: Full USPTO retrosynthesis dataset with 1.9M reactions from patents (1976-2016) (1) Given the product [CH3:14][S:15]([O:13][CH2:12][CH2:11][C:10]#[C:9][C:7]1[CH:6]=[CH:5][CH:4]=[C:3]([CH2:2][F:1])[N:8]=1)(=[O:17])=[O:16], predict the reactants needed to synthesize it. The reactants are: [F:1][CH2:2][C:3]1[N:8]=[C:7]([C:9]#[C:10][CH2:11][CH2:12][OH:13])[CH:6]=[CH:5][CH:4]=1.[CH3:14][S:15](Cl)(=[O:17])=[O:16]. (2) Given the product [C:1]([O:5][C:6](=[O:18])[NH:7][CH:8]([C:13]1[NH:17][N:16]=[N:15][N:14]=1)[CH2:9][C:10]#[N:11])([CH3:4])([CH3:2])[CH3:3], predict the reactants needed to synthesize it. The reactants are: [C:1]([O:5][C:6](=[O:18])[NH:7][CH:8]([C:13]1[NH:17][N:16]=[N:15][N:14]=1)[CH2:9][C:10](=O)[NH2:11])([CH3:4])([CH3:3])[CH3:2].N1C=CC=CC=1.FC(F)(F)C(OC(=O)C(F)(F)F)=O.C(=O)(O)[O-].[Na+]. (3) Given the product [CH2:15]([N:22]1[CH2:8][CH2:7][P:3](=[O:9])([CH:4]([CH3:6])[CH3:5])[CH2:1][CH2:2]1)[C:16]1[CH:21]=[CH:20][CH:19]=[CH:18][CH:17]=1, predict the reactants needed to synthesize it. The reactants are: [CH:1]([P:3](=[O:9])([CH:7]=[CH2:8])[CH:4]([CH3:6])[CH3:5])=[CH2:2].C1COCC1.[CH2:15]([NH2:22])[C:16]1[CH:21]=[CH:20][CH:19]=[CH:18][CH:17]=1. (4) Given the product [CH2:18]([C:16]1[S:15][C:14]2[C:31]3[C:3]([O:2][CH3:1])=[CH:4][C:5]4[CH:9]=[CH:8][S:7][C:6]=4[C:10]=3[C:11]([O:32][CH3:33])=[CH:12][C:13]=2[CH:17]=1)[CH2:19][CH2:20][CH2:21][CH2:22][CH2:23][CH2:24][CH2:25][CH2:26][CH2:27][CH2:28][CH3:29], predict the reactants needed to synthesize it. The reactants are: [CH3:1][O:2][C:3]1[C:31]2[C:14]3[S:15][C:16]([C:18](=O)[CH2:19][CH2:20][CH2:21][CH2:22][CH2:23][CH2:24][CH2:25][CH2:26][CH2:27][CH2:28][CH3:29])=[CH:17][C:13]=3[CH:12]=[C:11]([O:32][CH3:33])[C:10]=2[C:6]2[S:7][CH:8]=[CH:9][C:5]=2[CH:4]=1.[OH-].[K+].[H-].NN.ClCCl. (5) Given the product [Br:1][C:2]1[CH:7]=[CH:6][C:5]([NH2:8])=[C:4]([C:10]2[CH2:15][CH2:14][CH2:13][CH2:12][CH:11]=2)[CH:3]=1, predict the reactants needed to synthesize it. The reactants are: [Br:1][C:2]1[CH:7]=[CH:6][C:5]([NH2:8])=[C:4](I)[CH:3]=1.[C:10]1(B2OC(C)(C)C(C)(C)O2)[CH2:15][CH2:14][CH2:13][CH2:12][CH:11]=1.C([O-])([O-])=O.[Na+].[Na+].CCOC(C)=O.